This data is from Catalyst prediction with 721,799 reactions and 888 catalyst types from USPTO. The task is: Predict which catalyst facilitates the given reaction. (1) Reactant: [C:1]([O:5][C:6]([N:8]1[CH2:17][CH2:16][C:15]2[NH:14][N:13]=[C:12]([C:18]3[CH:23]=[CH:22][C:21]([Cl:24])=[CH:20][CH:19]=3)[C:11]=2[CH2:10][CH2:9]1)=[O:7])([CH3:4])([CH3:3])[CH3:2].[CH3:25][O:26][C:27]1[CH:34]=[CH:33][C:30]([CH2:31]Cl)=[C:29]([CH3:35])[CH:28]=1.C(C=P(CCCC)(CCCC)CCCC)#N. Product: [C:1]([O:5][C:6]([N:8]1[CH2:17][CH2:16][C:15]2[N:14]([CH2:31][C:30]3[CH:33]=[CH:34][C:27]([O:26][CH3:25])=[CH:28][C:29]=3[CH3:35])[N:13]=[C:12]([C:18]3[CH:23]=[CH:22][C:21]([Cl:24])=[CH:20][CH:19]=3)[C:11]=2[CH2:10][CH2:9]1)=[O:7])([CH3:4])([CH3:2])[CH3:3]. The catalyst class is: 11. (2) Reactant: [CH3:1][O:2][C:3](=[O:21])[C@@H:4]([NH:13][C:14]([O:16][C:17]([CH3:20])([CH3:19])[CH3:18])=[O:15])[CH2:5][C:6]1[CH:11]=[CH:10][C:9]([OH:12])=[CH:8][CH:7]=1.[CH3:22][C:23]1[C:28]([CH3:29])=[C:27](B(O)O)[CH:26]=[CH:25][N:24]=1.O.CCOC(C)=O. Product: [CH3:1][O:2][C:3](=[O:21])[C@@H:4]([NH:13][C:14]([O:16][C:17]([CH3:18])([CH3:20])[CH3:19])=[O:15])[CH2:5][C:6]1[CH:11]=[CH:10][C:9]([O:12][C:27]2[CH:26]=[CH:25][N:24]=[C:23]([CH3:22])[C:28]=2[CH3:29])=[CH:8][CH:7]=1. The catalyst class is: 2. (3) The catalyst class is: 150. Product: [NH2:22][C:10]1[CH:9]=[CH:8][C:7]([O:6][C:5]2[CH:4]=[CH:3][C:2]([F:1])=[CH:26][CH:25]=2)=[CH:12][C:11]=1[CH2:13][NH:14][C:15](=[O:21])[O:16][C:17]([CH3:19])([CH3:18])[CH3:20]. Reactant: [F:1][C:2]1[CH:26]=[CH:25][C:5]([O:6][C:7]2[CH:8]=[CH:9][C:10]([N+:22]([O-])=O)=[C:11]([CH2:13][NH:14][C:15](=[O:21])[O:16][C:17]([CH3:20])([CH3:19])[CH3:18])[CH:12]=2)=[CH:4][CH:3]=1.[Cl-].[NH4+].C(O)C. (4) Reactant: [O:1]1[C:5]2[CH:6]=[CH:7][CH:8]=[CH:9][C:4]=2[C:3]([CH2:10][C:11]([OH:13])=O)=[N:2]1.C(N=C=NCCCN(C)C)C.[CH:25]1([S:28]([NH2:31])(=[O:30])=[O:29])[CH2:27][CH2:26]1. Product: [O:1]1[C:5]2[CH:6]=[CH:7][CH:8]=[CH:9][C:4]=2[C:3]([CH2:10][C:11]([NH:31][S:28]([CH:25]2[CH2:27][CH2:26]2)(=[O:30])=[O:29])=[O:13])=[N:2]1. The catalyst class is: 172. (5) Reactant: [C:1]([CH2:3][C:4]([NH:6][C:7]1[CH:11]=[CH:10][N:9]([C:12]2[CH:17]=[CH:16][C:15]([C:18]3[O:19][CH:20]=[CH:21][CH:22]=3)=[CH:14][CH:13]=2)[C:8]=1[C:23]([O:25]CC)=O)=[O:5])#[N:2].[H-].[Na+].CO. Product: [O:19]1[CH:20]=[CH:21][CH:22]=[C:18]1[C:15]1[CH:14]=[CH:13][C:12]([N:9]2[C:8]3[C:23]([OH:25])=[C:3]([C:1]#[N:2])[C:4](=[O:5])[NH:6][C:7]=3[CH:11]=[CH:10]2)=[CH:17][CH:16]=1. The catalyst class is: 1. (6) Reactant: [CH3:1][C:2]1[CH:8]=[C:7]([OH:9])[CH:6]=[CH:5][C:3]=1[OH:4].CC(C)=[O:12]. Product: [C:3]([OH:12])(=[O:4])[C:2]([CH3:1])=[CH2:8].[CH2:3]([CH:5]1[CH2:6][CH2:7][O:9]1)[CH3:2]. The catalyst class is: 2.